This data is from Peptide-MHC class II binding affinity with 134,281 pairs from IEDB. The task is: Regression. Given a peptide amino acid sequence and an MHC pseudo amino acid sequence, predict their binding affinity value. This is MHC class II binding data. (1) The peptide sequence is LDIELQKTEATQLAT. The MHC is DRB1_0405 with pseudo-sequence DRB1_0405. The binding affinity (normalized) is 0.411. (2) The peptide sequence is AFKVAATAANRAPAN. The MHC is DRB1_0701 with pseudo-sequence DRB1_0701. The binding affinity (normalized) is 0.569. (3) The peptide sequence is AIGIITLYLGAVVQA. The MHC is DRB1_1501 with pseudo-sequence DRB1_1501. The binding affinity (normalized) is 0.776. (4) The peptide sequence is VMRYTIDKEFEKICR. The MHC is H-2-IAb with pseudo-sequence H-2-IAb. The binding affinity (normalized) is 0. (5) The peptide sequence is AFKVKATAANAAPAN. The MHC is DRB1_0802 with pseudo-sequence DRB1_0802. The binding affinity (normalized) is 0.709.